Dataset: NCI-60 drug combinations with 297,098 pairs across 59 cell lines. Task: Regression. Given two drug SMILES strings and cell line genomic features, predict the synergy score measuring deviation from expected non-interaction effect. (1) Drug 1: C1CC(C1)(C(=O)O)C(=O)O.[NH2-].[NH2-].[Pt+2]. Drug 2: CC1CCC2CC(C(=CC=CC=CC(CC(C(=O)C(C(C(=CC(C(=O)CC(OC(=O)C3CCCCN3C(=O)C(=O)C1(O2)O)C(C)CC4CCC(C(C4)OC)O)C)C)O)OC)C)C)C)OC. Cell line: A498. Synergy scores: CSS=0.428, Synergy_ZIP=-0.647, Synergy_Bliss=-1.35, Synergy_Loewe=-2.58, Synergy_HSA=-2.46. (2) Drug 1: C1=CN(C(=O)N=C1N)C2C(C(C(O2)CO)O)O.Cl. Drug 2: C#CCC(CC1=CN=C2C(=N1)C(=NC(=N2)N)N)C3=CC=C(C=C3)C(=O)NC(CCC(=O)O)C(=O)O. Cell line: HOP-62. Synergy scores: CSS=37.0, Synergy_ZIP=-1.59, Synergy_Bliss=-4.37, Synergy_Loewe=-0.286, Synergy_HSA=0.273.